Dataset: Peptide-MHC class I binding affinity with 185,985 pairs from IEDB/IMGT. Task: Regression. Given a peptide amino acid sequence and an MHC pseudo amino acid sequence, predict their binding affinity value. This is MHC class I binding data. (1) The peptide sequence is VSYIEFVGW. The MHC is HLA-B58:01 with pseudo-sequence HLA-B58:01. The binding affinity (normalized) is 1.00. (2) The peptide sequence is DYLVSTQEF. The MHC is HLA-A29:02 with pseudo-sequence HLA-A29:02. The binding affinity (normalized) is 0.486. (3) The peptide sequence is IARQYEQEM. The MHC is HLA-B58:01 with pseudo-sequence HLA-B58:01. The binding affinity (normalized) is 0.111. (4) The MHC is HLA-A02:06 with pseudo-sequence HLA-A02:06. The peptide sequence is LINLVQYRIL. The binding affinity (normalized) is 0.106. (5) The peptide sequence is KLRSSPPIPM. The MHC is Mamu-B01 with pseudo-sequence Mamu-B01. The binding affinity (normalized) is 0. (6) The peptide sequence is TSVTNSLRL. The MHC is H-2-Kb with pseudo-sequence H-2-Kb. The binding affinity (normalized) is 0.338. (7) The peptide sequence is KYAEAFQMV. The MHC is HLA-A24:03 with pseudo-sequence HLA-A24:03. The binding affinity (normalized) is 1.00. (8) The peptide sequence is KTKPPLPSVKK. The MHC is HLA-A02:06 with pseudo-sequence HLA-A02:06. The binding affinity (normalized) is 0. (9) The peptide sequence is LLGSFELTGI. The MHC is HLA-A02:01 with pseudo-sequence HLA-A02:01. The binding affinity (normalized) is 0.699. (10) The peptide sequence is TLNHVLALK. The MHC is HLA-A02:03 with pseudo-sequence HLA-A02:03. The binding affinity (normalized) is 0.479.